Dataset: Tyrosyl-DNA phosphodiesterase HTS with 341,365 compounds. Task: Binary Classification. Given a drug SMILES string, predict its activity (active/inactive) in a high-throughput screening assay against a specified biological target. (1) The molecule is Clc1cc(CS(=O)Cc2oc(cc2)C(=O)NCc2ccc(OC)cc2)ccc1. The result is 0 (inactive). (2) The result is 0 (inactive). The molecule is s1c2c(CCC2)c(c1NC(OCCCC)=O)C(OC)=O. (3) The molecule is OC12C3C(C4(C(CC3)CC(OC3OC(C(OC5OC(C(OC6OC(C(O)C(O)C6)C)C(O)C5)C)C(O)C3)C)CC4)C)CCC1(C(CC2)C=1COC(=O)C1)C. The result is 0 (inactive). (4) The compound is S=C(N1CCOCC1)Nc1c(OC)ccc(c1)C. The result is 0 (inactive).